Dataset: Forward reaction prediction with 1.9M reactions from USPTO patents (1976-2016). Task: Predict the product of the given reaction. (1) Given the reactants Cl.[NH2:2][OH:3].[C:4]([N:6]1[CH2:11][CH2:10][CH2:9][CH2:8][CH2:7]1)#[N:5].C(=O)([O-])[O-].[Na+].[Na+], predict the reaction product. The product is: [OH:3][NH:2][C:4]([N:6]1[CH2:11][CH2:10][CH2:9][CH2:8][CH2:7]1)=[NH:5]. (2) Given the reactants CC1(C)C(C)(C)OB([C:9]2[CH:10]=[CH:11][C:12]([C:15]([F:18])([F:17])[F:16])=[N:13][CH:14]=2)O1.Br[C:21]1[CH:22]=[C:23]([CH2:28][NH2:29])[CH:24]=[C:25]([F:27])[CH:26]=1.C(=O)([O-])[O-].[K+].[K+].O, predict the reaction product. The product is: [F:27][C:25]1[CH:24]=[C:23]([CH:22]=[C:21]([C:9]2[CH:14]=[N:13][C:12]([C:15]([F:16])([F:17])[F:18])=[CH:11][CH:10]=2)[CH:26]=1)[CH2:28][NH2:29]. (3) Given the reactants [CH2:1]([O:8][C@@H:9]1[C@H:13]([O:14][CH2:15][C:16]2[CH:21]=[CH:20][CH:19]=[CH:18][CH:17]=2)[C@@H:12]([CH2:22][O:23][CH2:24][C:25]2[CH:30]=[CH:29][CH:28]=[CH:27][CH:26]=2)[O:11][C@H:10]1[C:31]1[N:39]2[C:34]([C:35](SC)=[N:36][CH:37]=[N:38]2)=[N:33][CH:32]=1)[C:2]1[CH:7]=[CH:6][CH:5]=[CH:4][CH:3]=1.[NH3:42], predict the reaction product. The product is: [CH2:1]([O:8][C@@H:9]1[C@H:13]([O:14][CH2:15][C:16]2[CH:21]=[CH:20][CH:19]=[CH:18][CH:17]=2)[C@@H:12]([CH2:22][O:23][CH2:24][C:25]2[CH:30]=[CH:29][CH:28]=[CH:27][CH:26]=2)[O:11][C@H:10]1[C:31]1[N:39]2[C:34]([C:35]([NH2:42])=[N:36][CH:37]=[N:38]2)=[N:33][CH:32]=1)[C:2]1[CH:7]=[CH:6][CH:5]=[CH:4][CH:3]=1. (4) The product is: [F:4][C:5]1[C:27]([CH:28]([OH:29])[CH3:1])=[CH:26][C:8]2[C:9]3[N:13]([CH2:14][CH2:15][O:16][C:7]=2[CH:6]=1)[CH:12]=[C:11]([C:17]1[N:18]([CH:23]([CH3:25])[CH3:24])[N:19]=[C:20]([CH3:22])[N:21]=1)[N:10]=3. Given the reactants [CH3:1][Mg]Br.[F:4][C:5]1[C:27]([CH:28]=[O:29])=[CH:26][C:8]2[C:9]3[N:13]([CH2:14][CH2:15][O:16][C:7]=2[CH:6]=1)[CH:12]=[C:11]([C:17]1[N:18]([CH:23]([CH3:25])[CH3:24])[N:19]=[C:20]([CH3:22])[N:21]=1)[N:10]=3, predict the reaction product.